Dataset: Peptide-MHC class II binding affinity with 134,281 pairs from IEDB. Task: Regression. Given a peptide amino acid sequence and an MHC pseudo amino acid sequence, predict their binding affinity value. This is MHC class II binding data. (1) The peptide sequence is FQTMPGTFQTTTGEI. The MHC is DRB3_0101 with pseudo-sequence DRB3_0101. The binding affinity (normalized) is 0.230. (2) The peptide sequence is AAQRRGRIGRNPSQV. The MHC is DRB1_0404 with pseudo-sequence DRB1_0404. The binding affinity (normalized) is 0. (3) The peptide sequence is SQDLELSWNLNGLQAP. The MHC is HLA-DQA10301-DQB10302 with pseudo-sequence HLA-DQA10301-DQB10302. The binding affinity (normalized) is 0.401. (4) The peptide sequence is GSLKTALTGAMRVTK. The MHC is DRB4_0103 with pseudo-sequence DRB4_0103. The binding affinity (normalized) is 0.695. (5) The peptide sequence is ERGYVKLEGRVIDLG. The MHC is DRB4_0103 with pseudo-sequence DRB4_0103. The binding affinity (normalized) is 0.635. (6) The MHC is HLA-DQA10102-DQB10602 with pseudo-sequence HLA-DQA10102-DQB10602. The binding affinity (normalized) is 0.794. The peptide sequence is VIIHGLHLYGCSTSV. (7) The peptide sequence is LNKMRAVWVDGKART. The MHC is HLA-DPA10301-DPB10402 with pseudo-sequence HLA-DPA10301-DPB10402. The binding affinity (normalized) is 0.242.